Dataset: Reaction yield outcomes from USPTO patents with 853,638 reactions. Task: Predict the reaction yield, written as a fraction of the theoretical maximum amount of product (1.0 means a 100% yield; for example, 0.34 means a 34% yield). The reactants are [C:1]1(=[O:9])[CH2:8][CH2:7][CH2:6][CH2:5][CH2:4][CH2:3][CH2:2]1.[CH2:10]([Mg]Br)[CH3:11].C(=O)(O)[O-].[Na+]. The catalyst is O1CCCC1. The product is [CH2:10]([C:1]1([OH:9])[CH2:8][CH2:7][CH2:6][CH2:5][CH2:4][CH2:3][CH2:2]1)[CH3:11]. The yield is 0.320.